Dataset: Experimentally validated miRNA-target interactions with 360,000+ pairs, plus equal number of negative samples. Task: Binary Classification. Given a miRNA mature sequence and a target amino acid sequence, predict their likelihood of interaction. (1) The miRNA is hsa-miR-425-3p with sequence AUCGGGAAUGUCGUGUCCGCCC. The protein sequence of the target gene is MFGGPGPGVLGAQGMAGPLRGRVEELKLPWWRESSPLVLRHSEAARLAADALLERGEAAYLRVISEERELPFLSALDVDYMTSHVRGGPELSEAQGQEASGPDRLSLLSEVTSGTYFPMASDIDPPDLDLGWPEVPQATGFSPTQAVVHFQRDKAKNIKDLLRFLFSQAHTVVAVVMDIFTDMELLCDLMEASSRRGVPVYLLLAQEHLRHFLEMCYKMDLNGEHLPNMRVRSTCGDTYCSKAGRRFTGQALEKFVLIDCEQVVAGSYSFTWLCSQAHTSMVLQLRGRIVEDFDREFRCL.... Result: 0 (no interaction). (2) The miRNA is mmu-miR-1946a with sequence AGCCGGGCAGUGGUGGCACACACUUUU. The protein sequence of the target gene is MGNGTEEDYNFVFKVVLIGESGVGKTNLLSRFTRNEFSHDSRTTIGVEFSTRTVMLGTAAVKAQIWDTAGLERYRAITSAYYRGAVGALLVFDLTKHQTYAVVERWLKELYDHAEATIVVMLVGNKSDLSQAREVPTEEARMFAENNGLLFLETSALDSTNVELAFETVLKEIFAKVSKQRQNSIRTNAITLGSAQAGQEPGPGEKRACCISL. Result: 0 (no interaction). (3) The miRNA is hsa-miR-876-3p with sequence UGGUGGUUUACAAAGUAAUUCA. The protein sequence of the target gene is MLQMAGQCSQNEYFDSLLHACIPCQLRCSSNTPPLTCQRYCNASVTNSVKGTNAILWTCLGLSLIISLAVFVLMFLLRKINSEPLKDEFKNTGSGLLGMANIDLEKSRTGDEIILPRGLEYTVEECTCEDCIKSKPKVDSDHCFPLPAMEEGATILVTTKTNDYCKSLPAALSATEIEKSISAR. Result: 0 (no interaction). (4) The miRNA is mmu-miR-362-3p with sequence AACACACCUGUUCAAGGAUUCA. The protein sequence of the target gene is MAKHKRKGLEGTGKESKRQKITPAEETPRTSEAGPDKETASTLVQEASPELSPEERRVLERKLKKERKKEEKKRLREAGIAATQTAKVQTLPAKPSAATLALEYLQGWAQKQESWRFQKTRQTWLLLHMYDEDKVPDEHFPTLLDYLEGLRGSARELTVRKAEALMQKLDEAEPEDSGGSPGKVQRLRQVLQLLS. Result: 1 (interaction). (5) The miRNA is mmu-miR-210-3p with sequence CUGUGCGUGUGACAGCGGCUGA. The protein sequence of the target gene is MVASSFAVLRASRLCQQDWKSWARLFVPPPLSTGGRTTWARTNATLSVEPEGRSCWDEPLSIAVRGLAPEQPVTLRSALRDEKGALFRAHARYRADAGGELNLARAPALGGSFSGLEPMGLLWAMEPERPLWRLIKRDVQTPFLVELEVLDGHEPDGGQRLAQAVHERHFLAPGVRRVPVREGRVRATLFLPPEPGPFPGIIDLFGVGGGLLEYRASLLAGKGFAVMALAYYNYDDLPKSIETMHMEYFEEAVNYLRSHPEVKGPGIGLLGISKGGELGLAMASFLKGITAAVVINGSVA.... Result: 1 (interaction).